This data is from Catalyst prediction with 721,799 reactions and 888 catalyst types from USPTO. The task is: Predict which catalyst facilitates the given reaction. (1) Reactant: [Cl:1][C:2]1[C:7]([C:8]#[N:9])=[CH:6][N:5]=[C:4]2[CH:10]=[CH:11][S:12][C:3]=12.C([N-]C(C)C)(C)C.[Li+].[Br:21]N1C(=O)CCC1=O.O. Product: [Br:21][C:11]1[S:12][C:3]2[C:4](=[N:5][CH:6]=[C:7]([C:8]#[N:9])[C:2]=2[Cl:1])[CH:10]=1. The catalyst class is: 7. (2) Reactant: [N:1]12[CH2:8][CH2:7][CH:4]([CH2:5][CH2:6]1)[C@@H:3]([O:9][C:10]([C:12]1([C:19]3[CH:24]=[CH:23][CH:22]=[CH:21][CH:20]=3)[CH2:18][CH2:17][CH2:16][CH2:15][CH2:14][CH2:13]1)=[O:11])[CH2:2]2.[Br:25][CH2:26][C:27]([NH:29][C:30]1[N:31]=[N:32][C:33]([CH3:36])=[CH:34][CH:35]=1)=[O:28]. Product: [Br-:25].[CH3:36][C:33]1[N:32]=[N:31][C:30]([NH:29][C:27]([CH2:26][N+:1]23[CH2:8][CH2:7][CH:4]([CH2:5][CH2:6]2)[C@@H:3]([O:9][C:10]([C:12]2([C:19]4[CH:20]=[CH:21][CH:22]=[CH:23][CH:24]=4)[CH2:18][CH2:17][CH2:16][CH2:15][CH2:14][CH2:13]2)=[O:11])[CH2:2]3)=[O:28])=[CH:35][CH:34]=1. The catalyst class is: 23. (3) Reactant: [CH3:1][C:2]1[S:11][C:10]2[NH:9][C:8]3[CH:12]=[CH:13][C:14]([C:16]#[N:17])=[CH:15][C:7]=3[N:6]=[C:5]([N:18]3[CH2:23][CH2:22][N:21]([CH3:24])[CH2:20][CH2:19]3)[C:4]=2[CH:3]=1.Cl. Product: [CH3:1][C:2]1[S:11][C:10]2[NH:9][C:8]3[CH:12]=[CH:13][C:14]([CH2:16][NH2:17])=[CH:15][C:7]=3[N:6]=[C:5]([N:18]3[CH2:23][CH2:22][N:21]([CH3:24])[CH2:20][CH2:19]3)[C:4]=2[CH:3]=1. The catalyst class is: 19. (4) Reactant: FC(F)(F)S([O:6][Si:7]([CH:14]([CH3:16])[CH3:15])([CH:11]([CH3:13])[CH3:12])[CH:8]([CH3:10])[CH3:9])(=O)=O.[F:19][C:20]1[CH:21]=[CH:22][C:23]2[N:24]([C:26]([N:29]3[CH2:34][CH2:33][C:32]([CH3:36])(O)[CH2:31][CH2:30]3)=[N:27][N:28]=2)[CH:25]=1.CCN(CC)CC. Product: [F:19][C:20]1[CH:21]=[CH:22][C:23]2[N:24]([C:26]([N:29]3[CH2:34][CH2:33][C:32]([CH3:36])([O:6][Si:7]([CH:8]([CH3:9])[CH3:10])([CH:11]([CH3:12])[CH3:13])[CH:14]([CH3:15])[CH3:16])[CH2:31][CH2:30]3)=[N:27][N:28]=2)[CH:25]=1. The catalyst class is: 2. (5) Reactant: [CH3:1][O:2][CH2:3][CH2:4][CH2:5][NH:6][C:7]1[CH:14]=[CH:13][CH:12]=[C:11]([N+:15]([O-])=O)[C:8]=1[C:9]#[N:10].C1CCCCC=1. Product: [NH2:15][C:11]1[CH:12]=[CH:13][CH:14]=[C:7]([NH:6][CH2:5][CH2:4][CH2:3][O:2][CH3:1])[C:8]=1[C:9]#[N:10]. The catalyst class is: 50. (6) Reactant: [Cl:1][C:2]1[CH:3]=[C:4]([OH:9])[CH:5]=[CH:6][C:7]=1[Cl:8].Cl[CH2:11][C:12]1[CH:17]=[C:16]([N+:18]([O-:20])=[O:19])[CH:15]=[C:14]([N+:21]([O-:23])=[O:22])[CH:13]=1. Product: [Cl:1][C:2]1[CH:3]=[C:4]([CH:5]=[CH:6][C:7]=1[Cl:8])[O:9][CH2:11][C:12]1[CH:13]=[C:14]([N+:21]([O-:23])=[O:22])[CH:15]=[C:16]([N+:18]([O-:20])=[O:19])[CH:17]=1. The catalyst class is: 51.